This data is from Catalyst prediction with 721,799 reactions and 888 catalyst types from USPTO. The task is: Predict which catalyst facilitates the given reaction. (1) Reactant: [C:1]12([C:11]3[CH:50]=[CH:49][C:14]([O:15][C:16]4[CH:17]=[CH:18][C:19]5[N:23]=[C:22]([CH2:24][O:25][C:26]6[CH:31]=[CH:30][C:29]([CH2:32][CH:33]([O:38][CH2:39][C:40]7[CH:45]=[CH:44][C:43]([F:46])=[CH:42][CH:41]=7)[C:34]([O:36]C)=[O:35])=[CH:28][CH:27]=6)[N:21]([CH3:47])[C:20]=5[CH:48]=4)=[CH:13][CH:12]=3)[CH2:10][CH:5]3[CH2:6][CH:7]([CH2:9][CH:3]([CH2:4]3)[CH2:2]1)[CH2:8]2.[OH-].[Na+].Cl.C(=O)([O-])O.[Na+]. Product: [C:1]12([C:11]3[CH:12]=[CH:13][C:14]([O:15][C:16]4[CH:17]=[CH:18][C:19]5[N:23]=[C:22]([CH2:24][O:25][C:26]6[CH:31]=[CH:30][C:29]([CH2:32][CH:33]([O:38][CH2:39][C:40]7[CH:41]=[CH:42][C:43]([F:46])=[CH:44][CH:45]=7)[C:34]([OH:36])=[O:35])=[CH:28][CH:27]=6)[N:21]([CH3:47])[C:20]=5[CH:48]=4)=[CH:49][CH:50]=3)[CH2:10][CH:5]3[CH2:4][CH:3]([CH2:9][CH:7]([CH2:6]3)[CH2:8]1)[CH2:2]2. The catalyst class is: 72. (2) Reactant: [CH3:1][O:2][C:3]1[CH:8]=[CH:7][C:6]([S:9][C:10]2[C:11]([C:23]([NH:25][C:26]3[S:27][C:28]([S:31][CH2:32][C:33]([O:35]CC)=[O:34])=[CH:29][N:30]=3)=[O:24])=[N:12][C:13]([S:16][C:17]3[N:21]([CH3:22])[CH:20]=[N:19][N:18]=3)=[CH:14][CH:15]=2)=[CH:5][CH:4]=1.[OH-].[Li+].Cl. Product: [CH3:1][O:2][C:3]1[CH:4]=[CH:5][C:6]([S:9][C:10]2[C:11]([C:23]([NH:25][C:26]3[S:27][C:28]([S:31][CH2:32][C:33]([OH:35])=[O:34])=[CH:29][N:30]=3)=[O:24])=[N:12][C:13]([S:16][C:17]3[N:21]([CH3:22])[CH:20]=[N:19][N:18]=3)=[CH:14][CH:15]=2)=[CH:7][CH:8]=1. The catalyst class is: 92. (3) Reactant: [CH3:1][C:2]1[S:6][C:5]([NH:7][C:8](=[O:31])[C:9]2[CH:14]=[CH:13][C:12]([O:15][C:16]3[CH:21]=[CH:20][N:19]=[C:18]4[NH:22][N:23]=[C:24]([CH:25]5[CH2:30][CH2:29][CH2:28][NH:27][CH2:26]5)[C:17]=34)=[CH:11][CH:10]=2)=[N:4][CH:3]=1.[CH:32]1([C:35](Cl)=[O:36])[CH2:34][CH2:33]1.C([O-])(O)=O.[Na+]. Product: [CH:32]1([C:35]([N:27]2[CH2:28][CH2:29][CH2:30][CH:25]([C:24]3[C:17]4[C:18](=[N:19][CH:20]=[CH:21][C:16]=4[O:15][C:12]4[CH:11]=[CH:10][C:9]([C:8]([NH:7][C:5]5[S:6][C:2]([CH3:1])=[CH:3][N:4]=5)=[O:31])=[CH:14][CH:13]=4)[NH:22][N:23]=3)[CH2:26]2)=[O:36])[CH2:34][CH2:33]1. The catalyst class is: 2.